Dataset: Reaction yield outcomes from USPTO patents with 853,638 reactions. Task: Predict the reaction yield, written as a fraction of the theoretical maximum amount of product (1.0 means a 100% yield; for example, 0.34 means a 34% yield). (1) The reactants are [CH3:1][N:2]1[CH2:7][CH2:6][NH:5][CH2:4][CH2:3]1.F[C:9]1[C:14]([N+:15]([O-:17])=[O:16])=[CH:13][C:12]([NH:18][C:19]2[N:24]=[C:23]([C:25]3[C:33]4[C:28](=[CH:29][CH:30]=[CH:31][CH:32]=4)[N:27]([CH3:34])[CH:26]=3)[C:22]([CH3:35])=[CH:21][N:20]=2)=[C:11]([O:36][CH3:37])[CH:10]=1. The catalyst is FC(F)(F)CO.C(O)C. The product is [CH3:37][O:36][C:11]1[CH:10]=[C:9]([N:5]2[CH2:6][CH2:7][N:2]([CH3:1])[CH2:3][CH2:4]2)[C:14]([N+:15]([O-:17])=[O:16])=[CH:13][C:12]=1[NH:18][C:19]1[N:24]=[C:23]([C:25]2[C:33]3[C:28](=[CH:29][CH:30]=[CH:31][CH:32]=3)[N:27]([CH3:34])[CH:26]=2)[C:22]([CH3:35])=[CH:21][N:20]=1. The yield is 0.620. (2) The reactants are [Cl:1][C:2]1[CH:7]=[CH:6][CH:5]=[C:4]([Cl:8])[C:3]=1[S:9]([NH2:12])(=[O:11])=[O:10].[N+:13]([O-])([OH:15])=[O:14].O. The catalyst is S(=O)(=O)(O)O. The product is [Cl:1][C:2]1[C:7]([N+:13]([O-:15])=[O:14])=[CH:6][CH:5]=[C:4]([Cl:8])[C:3]=1[S:9]([NH2:12])(=[O:10])=[O:11]. The yield is 0.760. (3) The reactants are [CH3:1][O:2][C:3]1[CH:4]=[C:5](Cl)[CH:6]=[C:7]([O:9][CH3:10])[CH:8]=1.[OH-].[OH-].[C:14]([C:17]1[CH:18]=[C:19]([B+2])[CH:20]=[CH:21][CH:22]=1)(=[O:16])[CH3:15].[F-].[K+]. The catalyst is C([O-])(=O)C.[Pd+2].C([O-])(=O)C.C(P(C(C)(C)C)C1C=CC=CC=1C1C=CC=CC=1)(C)(C)C. The product is [C:14]([C:17]1[CH:22]=[C:21]([C:5]2[CH:4]=[C:3]([O:2][CH3:1])[CH:8]=[C:7]([O:9][CH3:10])[CH:6]=2)[CH:20]=[CH:19][CH:18]=1)(=[O:16])[CH3:15]. The yield is 0.910. (4) The reactants are [H-].[Na+].[OH:3][CH2:4][CH2:5][NH2:6].Cl[C:8]1[CH:13]=[CH:12][CH:11]=[CH:10]N=1.O1CCOC[CH2:15]1. The catalyst is O.C(Cl)Cl. The product is [O:3]([CH2:4][CH2:5][NH2:6])[C:10]1[CH:15]=[CH:8][CH:13]=[CH:12][CH:11]=1. The yield is 0.780. (5) The reactants are [C:1]([OH:10])(=[O:9])[C:2]1[C:3](=[CH:5][CH:6]=[CH:7][CH:8]=1)[NH2:4].S(Cl)(Cl)=O.[CH2:15](O)[CH3:16]. No catalyst specified. The product is [CH2:15]([O:9][C:1](=[O:10])[C:2]1[CH:8]=[CH:7][CH:6]=[CH:5][C:3]=1[NH2:4])[CH3:16]. The yield is 0.610. (6) The reactants are [NH:1]1[CH:5]=[CH:4][C:3]([NH2:6])=[N:2]1.[O:7]1[C:11]2[CH:12]=[CH:13][C:14]([C:16]3[S:17][CH:18]=[C:19]([C:21](O)=[O:22])[N:20]=3)=[CH:15][C:10]=2[CH2:9][CH2:8]1.CN(C(ON1N=NC2C=CC=CC1=2)=[N+](C)C)C.F[P-](F)(F)(F)(F)F.N1C=CC=CC=1. The catalyst is O. The product is [O:7]1[C:11]2[CH:12]=[CH:13][C:14]([C:16]3[S:17][CH:18]=[C:19]([C:21]([NH:6][C:3]4[CH:4]=[CH:5][NH:1][N:2]=4)=[O:22])[N:20]=3)=[CH:15][C:10]=2[CH2:9][CH2:8]1. The yield is 0.430. (7) The reactants are [I:8][CH2:7][C:6](O[C:6](=[O:9])[CH2:7][I:8])=[O:9].[NH2:10][C:11]1[CH:19]=[CH:18][C:14]([C:15]([OH:17])=[O:16])=[CH:13][CH:12]=1. The yield is 0.720. The product is [I:8][CH2:7][C:6]([NH:10][C:11]1[CH:19]=[CH:18][C:14]([C:15]([OH:17])=[O:16])=[CH:13][CH:12]=1)=[O:9]. The catalyst is O1CCOCC1. (8) The reactants are [CH:1]([C:3]1[CH:4]=[CH:5][C:6]2[C:15]3[CH:14]=[C:13]4[CH2:16][CH2:17][CH2:18][C:19](=[O:20])[C:12]4=[CH:11][C:10]=3[O:9][CH2:8][C:7]=2[CH:21]=1)=[CH2:2].C1C(=O)N([Br:29])C(=O)C1.[OH2:30]. The catalyst is C1COCC1.CS(C)=O.CCOC(C)=O.O=[Mn]=O. The product is [Br:29][CH2:2][C:1]([C:3]1[CH:4]=[CH:5][C:6]2[C:15]3[CH:14]=[C:13]4[CH2:16][CH2:17][CH2:18][C:19](=[O:20])[C:12]4=[CH:11][C:10]=3[O:9][CH2:8][C:7]=2[CH:21]=1)=[O:30]. The yield is 0.560.